This data is from Catalyst prediction with 721,799 reactions and 888 catalyst types from USPTO. The task is: Predict which catalyst facilitates the given reaction. (1) Reactant: [NH2:1][C:2]1[CH:10]=[CH:9][C:8]([Br:11])=[CH:7][C:3]=1[C:4](O)=[O:5].[CH:12]([NH2:14])=O. Product: [Br:11][C:8]1[CH:7]=[C:3]2[C:2](=[CH:10][CH:9]=1)[N:1]=[CH:12][NH:14][C:4]2=[O:5]. The catalyst class is: 14. (2) Reactant: C[O:2][C:3](=[O:14])[CH:4](Br)[C:5]1[CH:10]=[C:9]([F:11])[CH:8]=[C:7]([F:12])[CH:6]=1.[CH:15]1([SH:20])[CH2:19][CH2:18][CH2:17][CH2:16]1.[NH2:21][C:22]1[S:23][CH:24]=[CH:25][N:26]=1. Product: [CH:15]1([S:20][CH:4]([C:5]2[CH:10]=[C:9]([F:11])[CH:8]=[C:7]([F:12])[CH:6]=2)[C:3]([OH:2])=[O:14])[CH2:19][CH2:18][CH2:17][CH2:16]1.[CH:15]1([S:20][CH:4]([C:5]2[CH:6]=[C:7]([F:12])[CH:8]=[C:9]([F:11])[CH:10]=2)[C:3]([NH:21][C:22]2[S:23][CH:24]=[CH:25][N:26]=2)=[O:14])[CH2:19][CH2:18][CH2:17][CH2:16]1. The catalyst class is: 1. (3) Reactant: [NH2:1][C:2]1[CH:9]=[C:8](F)[C:5]([C:6]#[N:7])=[CH:4][N:3]=1.[O:11]1[CH2:16][CH2:15][CH:14]([CH2:17][NH2:18])[CH2:13][CH2:12]1.CCN(C(C)C)C(C)C. Product: [NH2:1][C:2]1[CH:9]=[C:8]([NH:18][CH2:17][CH:14]2[CH2:15][CH2:16][O:11][CH2:12][CH2:13]2)[C:5]([C:6]#[N:7])=[CH:4][N:3]=1. The catalyst class is: 37. (4) Reactant: [Si:1]([O:18][CH2:19][C:20]([C:23]1[CH:27]=[C:26]([NH:28][C:29]([NH:31][C@@H:32]2[C:41]3[C:36](=[CH:37][CH:38]=[CH:39][CH:40]=3)[C@H:35]([O:42][C:43]3[CH:44]=[CH:45][C:46]4[N:47]([C:49]([N:52]5[CH2:57][CH2:56][CH2:55][CH2:54][C@@H:53]5[CH3:58])=[N:50][N:51]=4)[CH:48]=3)[CH2:34][CH2:33]2)=[O:30])[N:25]([C:59]2[CH:64]=[CH:63][CH:62]=[C:61]([O:65][CH2:66][CH2:67][O:68]C3CCCCO3)[CH:60]=2)[N:24]=1)([CH3:22])[CH3:21])([C:14]([CH3:17])([CH3:16])[CH3:15])([C:8]1[CH:13]=[CH:12][CH:11]=[CH:10][CH:9]=1)[C:2]1[CH:7]=[CH:6][CH:5]=[CH:4][CH:3]=1.C1(C)C=CC(S([O-])(=O)=O)=CC=1.[NH+]1C=CC=CC=1. Product: [Si:1]([O:18][CH2:19][C:20]([C:23]1[CH:27]=[C:26]([NH:28][C:29]([NH:31][C@@H:32]2[C:41]3[C:36](=[CH:37][CH:38]=[CH:39][CH:40]=3)[C@H:35]([O:42][C:43]3[CH:44]=[CH:45][C:46]4[N:47]([C:49]([N:52]5[CH2:57][CH2:56][CH2:55][CH2:54][C@@H:53]5[CH3:58])=[N:50][N:51]=4)[CH:48]=3)[CH2:34][CH2:33]2)=[O:30])[N:25]([C:59]2[CH:64]=[CH:63][CH:62]=[C:61]([O:65][CH2:66][CH2:67][OH:68])[CH:60]=2)[N:24]=1)([CH3:21])[CH3:22])([C:14]([CH3:15])([CH3:17])[CH3:16])([C:8]1[CH:13]=[CH:12][CH:11]=[CH:10][CH:9]=1)[C:2]1[CH:3]=[CH:4][CH:5]=[CH:6][CH:7]=1. The catalyst class is: 5. (5) Reactant: [CH3:1][O:2][C:3]1[C:4]([N+:17]([O-])=O)=[C:5]([CH2:9][C:10](=O)[C:11]([O:13][CH2:14][CH3:15])=[O:12])[CH:6]=[CH:7][CH:8]=1. Product: [CH3:1][O:2][C:3]1[CH:8]=[CH:7][CH:6]=[C:5]2[C:4]=1[NH:17][C:10]([C:11]([O:13][CH2:14][CH3:15])=[O:12])=[CH:9]2. The catalyst class is: 29.